This data is from Forward reaction prediction with 1.9M reactions from USPTO patents (1976-2016). The task is: Predict the product of the given reaction. (1) Given the reactants [C:1](N1C=CN=C1)(N1C=CN=C1)=[O:2].[CH3:13][O:14][C:15]1[CH:39]=[C:38]([O:40][CH3:41])[CH:37]=[CH:36][C:16]=1[CH2:17][NH:18][C:19]1[N:24]=[C:23]([NH:25][CH2:26][C:27]2[C:32]([F:33])=[CH:31][CH:30]=[CH:29][C:28]=2[F:34])[C:22]([NH2:35])=[CH:21][N:20]=1, predict the reaction product. The product is: [CH3:13][O:14][C:15]1[CH:39]=[C:38]([O:40][CH3:41])[CH:37]=[CH:36][C:16]=1[CH2:17][NH:18][C:19]1[N:24]=[C:23]2[C:22]([NH:35][C:1](=[O:2])[N:25]2[CH2:26][C:27]2[C:28]([F:34])=[CH:29][CH:30]=[CH:31][C:32]=2[F:33])=[CH:21][N:20]=1. (2) Given the reactants [C:1]([O:5][C:6]([N:8]1[CH2:13][CH2:12][CH:11]([N:14]2[C:18]3=[N:19][CH:20]=[N:21][C:22](Cl)=[C:17]3[CH:16]=[N:15]2)[CH2:10][CH2:9]1)=[O:7])([CH3:4])([CH3:3])[CH3:2].[OH:24][C:25]1[CH:26]=[C:27]2[C:31](=[CH:32][CH:33]=1)[NH:30][CH:29]=[CH:28]2.C(=O)([O-])[O-].[K+].[K+], predict the reaction product. The product is: [C:1]([O:5][C:6]([N:8]1[CH2:13][CH2:12][CH:11]([N:14]2[C:18]3=[N:19][CH:20]=[N:21][C:22]([O:24][C:25]4[CH:26]=[C:27]5[C:31](=[CH:32][CH:33]=4)[NH:30][CH:29]=[CH:28]5)=[C:17]3[CH:16]=[N:15]2)[CH2:10][CH2:9]1)=[O:7])([CH3:4])([CH3:3])[CH3:2].